From a dataset of Forward reaction prediction with 1.9M reactions from USPTO patents (1976-2016). Predict the product of the given reaction. (1) Given the reactants P(Cl)(Cl)(Cl)=O.[CH3:6][C:7]1[N:8]([C:22]2[CH:27]=[CH:26][CH:25]=[C:24]([C:28]([F:31])([F:30])[F:29])[CH:23]=2)[C:9](=[O:21])[N:10]([C@H:14]([CH3:20])[CH2:15][S:16](Cl)(=[O:18])=[O:17])[C:11](=[O:13])[CH:12]=1.O.[NH3:33].O, predict the reaction product. The product is: [CH3:6][C:7]1[N:8]([C:22]2[CH:27]=[CH:26][CH:25]=[C:24]([C:28]([F:31])([F:30])[F:29])[CH:23]=2)[C:9](=[O:21])[N:10]([C@H:14]([CH3:20])[CH2:15][S:16]([NH2:33])(=[O:18])=[O:17])[C:11](=[O:13])[CH:12]=1. (2) Given the reactants B.[F:2][C:3]1[CH:8]=[CH:7][CH:6]=[CH:5][C:4]=1[NH:9][C:10]1[O:14][C:13]([C:15]([NH:17][C:18]2[CH:23]=[CH:22][C:21]([CH:24]3[CH2:29][CH2:28][CH:27]([CH2:30][C:31](O)=[O:32])[CH2:26][CH2:25]3)=[CH:20][CH:19]=2)=[O:16])=[N:12][N:11]=1, predict the reaction product. The product is: [F:2][C:3]1[CH:8]=[CH:7][CH:6]=[CH:5][C:4]=1[NH:9][C:10]1[O:14][C:13]([C:15]([NH:17][C:18]2[CH:19]=[CH:20][C:21]([CH:24]3[CH2:29][CH2:28][CH:27]([CH2:30][CH2:31][OH:32])[CH2:26][CH2:25]3)=[CH:22][CH:23]=2)=[O:16])=[N:12][N:11]=1. (3) Given the reactants [CH2:1]([O:3][CH:4]([S:29][CH2:30][CH3:31])[C@@H:5]1[CH2:9][CH2:8][CH2:7][N:6]1[C:10](=[O:28])[C:11]1[CH:16]=[C:15]([O:17][CH3:18])[C:14]([O:19][CH2:20][CH2:21][CH2:22][CH2:23]Br)=[CH:13][C:12]=1[N+:25]([O-:27])=[O:26])[CH3:2].[OH:32][C:33]1[C:47]([O:48][CH3:49])=[CH:46][C:36]2[C:37](=[O:45])[N:38]3[CH2:44][CH2:43][CH2:42][C@H:39]3[CH2:40][NH:41][C:35]=2[CH:34]=1.C([O-])([O-])=O.[K+].[K+].CCOC(C)=O, predict the reaction product. The product is: [CH2:1]([O:3][CH:4]([S:29][CH2:30][CH3:31])[C@@H:5]1[CH2:9][CH2:8][CH2:7][N:6]1[C:10](=[O:28])[C:11]1[CH:16]=[C:15]([O:17][CH3:18])[C:14]([O:19][CH2:20][CH2:21][CH2:22][CH2:23][O:32][C:33]2[C:47]([O:48][CH3:49])=[CH:46][C:36]3[C:37](=[O:45])[N:38]4[CH2:44][CH2:43][CH2:42][C@H:39]4[CH2:40][NH:41][C:35]=3[CH:34]=2)=[CH:13][C:12]=1[N+:25]([O-:27])=[O:26])[CH3:2]. (4) Given the reactants [CH3:1][O:2][C:3](=[O:16])[C@H:4]([CH2:6][C:7]1[C:15]2[C:10](=[CH:11][CH:12]=[CH:13][CH:14]=2)[NH:9][CH:8]=1)[NH2:5].[CH2:17]([C:19]1[CH:26]=[CH:25][C:22]([CH:23]=O)=[CH:21][CH:20]=1)[CH3:18], predict the reaction product. The product is: [CH2:17]([C:19]1[CH:26]=[CH:25][C:22]([CH:23]2[C:8]3[NH:9][C:10]4[C:15]([C:7]=3[CH2:6][CH:4]([C:3]([O:2][CH3:1])=[O:16])[NH:5]2)=[CH:14][CH:13]=[CH:12][CH:11]=4)=[CH:21][CH:20]=1)[CH3:18].